Dataset: Forward reaction prediction with 1.9M reactions from USPTO patents (1976-2016). Task: Predict the product of the given reaction. Given the reactants CC1(C)C(C)(C)OB(C2C=NNC=2)O1.Cl[C:16]1[CH:21]=[CH:20][C:19]([C:22]2([C:28]3[CH:33]=[CH:32][CH:31]=[CH:30][CH:29]=3)[CH2:27][CH2:26][NH:25][CH2:24][CH2:23]2)=[CH:18][CH:17]=1.[CH3:34][C:35]1[C:39](B2OC(C)(C)C(C)(C)O2)=[C:38]([CH3:49])[NH:37][N:36]=1, predict the reaction product. The product is: [CH3:34][C:35]1[C:39]([C:16]2[CH:21]=[CH:20][C:19]([C:22]3([C:28]4[CH:33]=[CH:32][CH:31]=[CH:30][CH:29]=4)[CH2:27][CH2:26][NH:25][CH2:24][CH2:23]3)=[CH:18][CH:17]=2)=[C:38]([CH3:49])[NH:37][N:36]=1.